Predict the reactants needed to synthesize the given product. From a dataset of Full USPTO retrosynthesis dataset with 1.9M reactions from patents (1976-2016). (1) Given the product [NH2:1][S:2]([C:5]1[CH:6]=[C:7]([NH:11][C:12]2[C:13]3[CH:32]=[CH:31][NH:30][C:14]=3[N:15]=[C:16]([NH:18][C:19]3[CH:20]=[CH:21][C:22]([N:25]([CH3:29])[C:26](=[O:28])[CH3:27])=[CH:23][CH:24]=3)[N:17]=2)[CH:8]=[CH:9][CH:10]=1)(=[O:4])=[O:3], predict the reactants needed to synthesize it. The reactants are: [NH2:1][S:2]([C:5]1[CH:6]=[C:7]([NH:11][C:12]2[C:13]3[CH:32]=[CH:31][N:30](S(C4C=CC(C)=CC=4)(=O)=O)[C:14]=3[N:15]=[C:16]([NH:18][C:19]3[CH:24]=[CH:23][C:22]([N:25]([CH3:29])[C:26](=[O:28])[CH3:27])=[CH:21][CH:20]=3)[N:17]=2)[CH:8]=[CH:9][CH:10]=1)(=[O:4])=[O:3].[OH-].[K+]. (2) Given the product [Cl:1][C:2]1[CH:3]=[CH:4][C:5]([C:8]2[CH:9]=[N:10][CH:11]=[C:12]3[C:17]=2[N:16]=[C:15]([C:18]([NH:60][N:54]2[CH2:59][CH2:58][CH2:57][CH2:56][CH2:55]2)=[O:20])[CH:14]=[CH:13]3)=[CH:6][CH:7]=1, predict the reactants needed to synthesize it. The reactants are: [Cl:1][C:2]1[CH:7]=[CH:6][C:5]([C:8]2[CH:9]=[N:10][CH:11]=[C:12]3[C:17]=2[N:16]=[C:15]([C:18]([OH:20])=O)[CH:14]=[CH:13]3)=[CH:4][CH:3]=1.C(N(CC)C(C)C)(C)C.F[P-](F)(F)(F)(F)F.N1(OC(N(C)C)=[N+](C)C)C2N=CC=CC=2N=N1.[N:54]1([NH2:60])[CH2:59][CH2:58][CH2:57][CH2:56][CH2:55]1. (3) Given the product [C:21]([OH:28])(=[O:27])/[CH:22]=[CH:23]/[C:24]([OH:26])=[O:25].[Cl:29][C:2]1[N:7]=[CH:6][C:5]([N:8]2[CH2:14][CH2:13][CH2:12][NH:11][CH2:10][CH2:9]2)=[CH:4][CH:3]=1, predict the reactants needed to synthesize it. The reactants are: N[C:2]1[N:7]=[CH:6][C:5]([N:8]2[CH2:14][CH2:13][CH2:12][NH:11][CH2:10][CH2:9]2)=[CH:4][CH:3]=1.N([O-])=O.[Na+].[OH-].[Na+].[C:21]([OH:28])(=[O:27])/[CH:22]=[CH:23]/[C:24]([OH:26])=[O:25].[ClH:29]. (4) The reactants are: [CH3:1][C:2]1[CH:7]=[CH:6][C:5]([S:8]([O:11][CH2:12][CH:13]2[CH2:17][C:16]3[C:18]([F:23])=[CH:19][CH:20]=[C:21](Br)[C:15]=3[O:14]2)(=[O:10])=[O:9])=[CH:4][CH:3]=1.[CH3:24][C:25]1[CH:30]=[CH:29][CH:28]=[CH:27][C:26]=1B(O)O.C(=O)([O-])[O-].[K+].[K+]. Given the product [CH3:1][C:2]1[CH:7]=[CH:6][C:5]([S:8]([O:11][CH2:12][CH:13]2[CH2:17][C:16]3[C:18]([F:23])=[CH:19][CH:20]=[C:21]([C:26]4[CH:27]=[CH:28][CH:29]=[CH:30][C:25]=4[CH3:24])[C:15]=3[O:14]2)(=[O:10])=[O:9])=[CH:4][CH:3]=1, predict the reactants needed to synthesize it. (5) Given the product [C:14]([O:17][C:18]1[CH:42]=[CH:41][C:40]([C:2]2[O:1][CH:5]=[CH:4][CH:3]=2)=[CH:39][C:19]=1[C:20]([NH:22][C:23]1[CH:32]=[C:31]([C:33]2[CH:38]=[CH:37][CH:36]=[CH:35][CH:34]=2)[CH:30]=[CH:29][C:24]=1[C:25]([O:27][CH3:28])=[O:26])=[O:21])(=[O:16])[CH3:15], predict the reactants needed to synthesize it. The reactants are: [O:1]1[CH:5]=[CH:4][CH:3]=[C:2]1B(O)O.C(=O)(O)[O-].[Na+].[C:14]([O:17][C:18]1[CH:42]=[CH:41][C:40](Br)=[CH:39][C:19]=1[C:20]([NH:22][C:23]1[CH:32]=[C:31]([C:33]2[CH:38]=[CH:37][CH:36]=[CH:35][CH:34]=2)[CH:30]=[CH:29][C:24]=1[C:25]([O:27][CH3:28])=[O:26])=[O:21])(=[O:16])[CH3:15].